Task: Predict which catalyst facilitates the given reaction.. Dataset: Catalyst prediction with 721,799 reactions and 888 catalyst types from USPTO Reactant: [C:1]([O:5][C:6](=[O:27])[NH:7][C:8]1[C:9]([CH2:25][F:26])([CH2:23][F:24])[O:10][CH2:11][C:12]([C:15]2[CH:20]=[C:19]([NH2:21])[CH:18]=[CH:17][C:16]=2[F:22])([CH3:14])[N:13]=1)([CH3:4])([CH3:3])[CH3:2].[C:28]([C:30]1[CH:31]=[C:32]([CH3:39])[C:33]([C:36](O)=[O:37])=[N:34][CH:35]=1)#[N:29].C1C=NC2N(O)N=NC=2C=1.CN1CCOCC1.C(Cl)CCl. Product: [C:1]([O:5][C:6](=[O:27])[NH:7][C:8]1[C:9]([CH2:23][F:24])([CH2:25][F:26])[O:10][CH2:11][C:12]([C:15]2[CH:20]=[C:19]([NH:21][C:36]([C:33]3[C:32]([CH3:39])=[CH:31][C:30]([C:28]#[N:29])=[CH:35][N:34]=3)=[O:37])[CH:18]=[CH:17][C:16]=2[F:22])([CH3:14])[N:13]=1)([CH3:2])([CH3:4])[CH3:3]. The catalyst class is: 173.